Predict the reactants needed to synthesize the given product. From a dataset of Full USPTO retrosynthesis dataset with 1.9M reactions from patents (1976-2016). (1) The reactants are: [CH3:1][C:2]1[CH:7]=[CH:6][N:5]=[C:4]([C:8]#[C:9][C:10]2[CH:15]=[CH:14][N:13]=[C:12]([NH:16][C:17](=[O:19])[CH3:18])[CH:11]=2)[C:3]=1[N+:20]([O-])=O.O.[Cl-].[NH4+]. Given the product [NH2:20][C:3]1[C:4]([C:8]#[C:9][C:10]2[CH:15]=[CH:14][N:13]=[C:12]([NH:16][C:17](=[O:19])[CH3:18])[CH:11]=2)=[N:5][CH:6]=[CH:7][C:2]=1[CH3:1], predict the reactants needed to synthesize it. (2) Given the product [Cl:1][C:2]1[C:7]([Cl:8])=[CH:6][CH:5]=[CH:4][C:3]=1/[CH:9]=[CH:10]\[CH:16]([S:17][CH:16](/[CH:10]=[CH:9]\[C:3]1[CH:4]=[CH:5][CH:6]=[C:7]([Cl:8])[C:2]=1[Cl:1])[C:15]1[CH:18]=[CH:19][C:12]([Br:11])=[CH:13][CH:14]=1)[C:15]1[CH:18]=[CH:19][C:12]([Br:11])=[CH:13][CH:14]=1, predict the reactants needed to synthesize it. The reactants are: [Cl:1][C:2]1[C:7]([Cl:8])=[CH:6][CH:5]=[CH:4][C:3]=1[C:9]#[CH:10].[Br:11][C:12]1[CH:19]=[CH:18][C:15]([CH2:16][SH:17])=[CH:14][CH:13]=1.[Na].